From a dataset of Forward reaction prediction with 1.9M reactions from USPTO patents (1976-2016). Predict the product of the given reaction. (1) Given the reactants [CH3:1][C:2]1[N:6]([CH:7]([CH3:9])[CH3:8])[C:5]([C:10]2[CH:15]=[CH:14][N:13]=[C:12]([NH:16][CH:17]3[CH2:22][CH2:21][N:20]([C:23](=[O:38])[CH2:24][CH:25]4[CH2:30][CH2:29][N:28](C(OC(C)(C)C)=O)[CH2:27][CH2:26]4)[CH2:19][CH2:18]3)[N:11]=2)=[CH:4][N:3]=1.C(O)(C(F)(F)F)=O.CO, predict the reaction product. The product is: [CH3:1][C:2]1[N:6]([CH:7]([CH3:9])[CH3:8])[C:5]([C:10]2[CH:15]=[CH:14][N:13]=[C:12]([NH:16][CH:17]3[CH2:18][CH2:19][N:20]([C:23](=[O:38])[CH2:24][CH:25]4[CH2:26][CH2:27][NH:28][CH2:29][CH2:30]4)[CH2:21][CH2:22]3)[N:11]=2)=[CH:4][N:3]=1. (2) Given the reactants [CH3:1][O:2][C:3]1[CH:4]=[CH:5][C:6]([N+:13]([O-:15])=[O:14])=[C:7]([CH2:9][C:10]([OH:12])=O)[CH:8]=1.[C:16]1([CH2:22][N:23]2[CH2:28][CH2:27][CH:26]([NH2:29])[CH2:25][CH2:24]2)[CH:21]=[CH:20][CH:19]=[CH:18][CH:17]=1.ClCCl.N, predict the reaction product. The product is: [CH3:1][O:2][C:3]1[CH:4]=[CH:5][C:6]([N+:13]([O-:15])=[O:14])=[C:7]([CH2:9][C:10]([NH:29][CH:26]2[CH2:27][CH2:28][N:23]([CH2:22][C:16]3[CH:21]=[CH:20][CH:19]=[CH:18][CH:17]=3)[CH2:24][CH2:25]2)=[O:12])[CH:8]=1.